From a dataset of Reaction yield outcomes from USPTO patents with 853,638 reactions. Predict the reaction yield, written as a fraction of the theoretical maximum amount of product (1.0 means a 100% yield; for example, 0.34 means a 34% yield). (1) The reactants are [Cl:1][C:2]1[CH:11]=[C:10](Cl)[C:9]2[C:4](=[CH:5][CH:6]=[C:7]([O:13][CH3:14])[CH:8]=2)[N:3]=1.CO.[NH3:17]. No catalyst specified. The product is [Cl:1][C:2]1[CH:11]=[C:10]([NH2:17])[C:9]2[C:4](=[CH:5][CH:6]=[C:7]([O:13][CH3:14])[CH:8]=2)[N:3]=1. The yield is 0.550. (2) The reactants are [CH2:1]([OH:5])[CH2:2][C:3]#[CH:4].[CH3:6][C:7]1[CH:12]=[CH:11][C:10]([S:13]([O-:16])(=[O:15])=O)=[CH:9][CH:8]=1.I[C:18]1[CH:23]=[CH:22][CH:21]=[CH:20][CH:19]=1.C(N(CC)CC)C. The catalyst is C1(C)C=CC=CC=1.C(OC(=O)C)C.[Cu]I.C1C=CC([P]([Pd]([P](C2C=CC=CC=2)(C2C=CC=CC=2)C2C=CC=CC=2)([P](C2C=CC=CC=2)(C2C=CC=CC=2)C2C=CC=CC=2)[P](C2C=CC=CC=2)(C2C=CC=CC=2)C2C=CC=CC=2)(C2C=CC=CC=2)C2C=CC=CC=2)=CC=1. The product is [C:18]1([C:4]#[C:3][CH2:2][CH2:1][O:5][S:13]([C:10]2[CH:9]=[CH:8][C:7]([CH3:6])=[CH:12][CH:11]=2)(=[O:15])=[O:16])[CH:23]=[CH:22][CH:21]=[CH:20][CH:19]=1. The yield is 0.580. (3) The reactants are [CH3:1][C:2]([CH3:19])([CH3:18])[C:3]#[C:4][C:5]1[C:10]([F:11])=[CH:9][CH:8]=[CH:7][C:6]=1[NH:12]C(=O)CCC.CC([O-])(C)C.[K+].O. The catalyst is CN(C=O)C. The product is [C:2]([C:3]1[NH:12][C:6]2[C:5]([CH:4]=1)=[C:10]([F:11])[CH:9]=[CH:8][CH:7]=2)([CH3:19])([CH3:18])[CH3:1]. The yield is 0.970. (4) The reactants are [O:1]1[CH2:5][CH2:4][CH2:3][CH2:2]1.B.CC(=C(C)C)C.C=C1C[C@@H:17]2[CH2:18][N:19]([C:21]([O:23][C:24]([CH3:27])([CH3:26])[CH3:25])=[O:22])[CH2:20][C@@H:16]2C1.[OH-].[Na+].OO. The catalyst is O1CCCC1. The product is [OH:1][CH2:5][CH:4]1[CH2:16][C@@H:17]2[CH2:18][N:19]([C:21]([O:23][C:24]([CH3:27])([CH3:26])[CH3:25])=[O:22])[CH2:20][C@@H:2]2[CH2:3]1. The yield is 0.950. (5) The reactants are [NH:1]1[C:9]2[C:4](=[CH:5][CH:6]=[CH:7][CH:8]=2)[CH2:3][C:2]1=[O:10].[C:11](Cl)(=[O:13])[CH3:12].O. The catalyst is ClCCCl. The product is [C:11]([C:6]1[CH:5]=[C:4]2[C:9](=[CH:8][CH:7]=1)[NH:1][C:2](=[O:10])[CH2:3]2)(=[O:13])[CH3:12]. The yield is 0.730. (6) The reactants are [O:1]1[C:6]2[CH:7]=[CH:8][CH:9]=[CH:10][C:5]=2[NH:4][C:3](=[O:11])[CH2:2]1.[Cl:12][CH2:13][CH2:14][CH2:15]I.C([O-])([O-])=O.[Cs+].[Cs+]. The catalyst is CC#N. The product is [Cl:12][CH2:13][CH2:14][CH2:15][N:4]1[C:5]2[CH:10]=[CH:9][CH:8]=[CH:7][C:6]=2[O:1][CH2:2][C:3]1=[O:11]. The yield is 0.880. (7) The reactants are [CH3:1][S:2][C:3]1[CH:11]=[C:10]2[C:6]([CH:7]=[CH:8][N:9]2S(C2C=CC=CC=2)(=O)=O)=[CH:5][CH:4]=1.[Li]CCCC.[CH:26](=[O:30])[CH:27]([CH3:29])[CH3:28]. The yield is 0.643. The product is [CH3:28][CH:27]([CH3:29])[C:26]([C:8]1[NH:9][C:10]2[C:6]([CH:7]=1)=[CH:5][CH:4]=[C:3]([S:2][CH3:1])[CH:11]=2)=[O:30]. The catalyst is C1COCC1.